From a dataset of Reaction yield outcomes from USPTO patents with 853,638 reactions. Predict the reaction yield, written as a fraction of the theoretical maximum amount of product (1.0 means a 100% yield; for example, 0.34 means a 34% yield). (1) The reactants are I[CH2:2][C@@H:3]([CH3:16])[CH2:4][N:5]1[C:14]2[C:9](=[CH:10][CH:11]=[CH:12][CH:13]=2)[CH2:8][CH2:7][C:6]1=[O:15].[CH2:17]([CH:21]1[CH2:27][CH:26]2[NH:28][CH:23]([CH2:24][CH2:25]2)[CH2:22]1)[CH2:18][CH2:19][CH3:20]. The catalyst is CC#N. The product is [CH2:17]([CH:21]1[CH2:22][CH:23]2[N:28]([CH2:2][C@@H:3]([CH3:16])[CH2:4][N:5]3[C:14]4[C:9](=[CH:10][CH:11]=[CH:12][CH:13]=4)[CH2:8][CH2:7][C:6]3=[O:15])[CH:26]([CH2:25][CH2:24]2)[CH2:27]1)[CH2:18][CH2:19][CH3:20]. The yield is 0.300. (2) The reactants are [CH3:1][O:2][CH2:3][C@@H:4]([O:6][C:7]1[CH:8]=[C:9]([CH:14]=[C:15]([O:17][C:18]2[CH:23]=[CH:22][C:21]([S:24]([CH3:27])(=[O:26])=[O:25])=[CH:20][CH:19]=2)[CH:16]=1)[C:10]([O:12]C)=[O:11])[CH3:5].[OH-].[Na+]. The catalyst is C1COCC1. The product is [CH3:1][O:2][CH2:3][C@@H:4]([O:6][C:7]1[CH:8]=[C:9]([CH:14]=[C:15]([O:17][C:18]2[CH:19]=[CH:20][C:21]([S:24]([CH3:27])(=[O:25])=[O:26])=[CH:22][CH:23]=2)[CH:16]=1)[C:10]([OH:12])=[O:11])[CH3:5]. The yield is 0.830. (3) The reactants are Cl[C:2]1[C:11]2[C:6](=[CH:7][CH:8]=[C:9]([N+:12]([O-:14])=[O:13])[CH:10]=2)[N:5]=[CH:4][N:3]=1.CCN(C(C)C)C(C)C.[C:24]([N:31]1[CH2:36][CH2:35][NH:34][CH2:33][CH2:32]1)([O:26][C:27]([CH3:30])([CH3:29])[CH3:28])=[O:25]. The catalyst is CC(O)C. The product is [N+:12]([C:9]1[CH:10]=[C:11]2[C:6](=[CH:7][CH:8]=1)[N:5]=[CH:4][N:3]=[C:2]2[N:34]1[CH2:33][CH2:32][N:31]([C:24]([O:26][C:27]([CH3:30])([CH3:29])[CH3:28])=[O:25])[CH2:36][CH2:35]1)([O-:14])=[O:13]. The yield is 0.890. (4) The reactants are [Cl:1][C:2]1[C:7]([C:8]2[C:9](=[O:21])[N:10]([CH2:19][CH3:20])[C:11]3[C:16]([CH:17]=2)=[CH:15][N:14]=[C:13](Cl)[CH:12]=3)=[CH:6][C:5]([NH:22][C:23]([NH:25][C:26]2[CH:31]=[CH:30][CH:29]=[C:28]([C:32]#[N:33])[CH:27]=2)=[O:24])=[C:4]([F:34])[CH:3]=1.CC(C1C=C(C(C)C)C(C2C(P(C(C)(C)C)C(C)(C)C)=CC=CC=2)=C(C(C)C)C=1)C.C([O-])([O-])=O.[Cs+].[Cs+].[CH3:71][NH2:72]. The catalyst is O1CCOCC1.C1C=CC(/C=C/C(/C=C/C2C=CC=CC=2)=O)=CC=1.C1C=CC(/C=C/C(/C=C/C2C=CC=CC=2)=O)=CC=1.C1C=CC(/C=C/C(/C=C/C2C=CC=CC=2)=O)=CC=1.[Pd].[Pd]. The product is [Cl:1][C:2]1[C:7]([C:8]2[C:9](=[O:21])[N:10]([CH2:19][CH3:20])[C:11]3[C:16]([CH:17]=2)=[CH:15][N:14]=[C:13]([NH:72][CH3:71])[CH:12]=3)=[CH:6][C:5]([NH:22][C:23]([NH:25][C:26]2[CH:31]=[CH:30][CH:29]=[C:28]([C:32]#[N:33])[CH:27]=2)=[O:24])=[C:4]([F:34])[CH:3]=1. The yield is 0.150. (5) The reactants are Cl.Cl.[CH:3]1([NH:8][C:9]2[N:14]3[N:15]=[C:16]([C:30]4[CH:35]=[CH:34][C:33]([F:36])=[CH:32][CH:31]=4)[C:17]([C:18]4[CH:23]=[CH:22][N:21]=[C:20]([NH:24][CH:25]5[CH2:29][CH2:28][CH2:27][CH2:26]5)[N:19]=4)=[C:13]3[CH:12]=[CH:11][C:10]=2[C:37]([OH:39])=O)[CH2:7][CH2:6][CH2:5][CH2:4]1.S(Cl)(Cl)=O.Cl.[NH2:45][OH:46].C(=O)([O-])[O-].[K+].[K+]. The catalyst is O1CCCC1.ClCCl.C(OCC)(=O)C. The product is [CH:3]1([NH:8][C:9]2[N:14]3[N:15]=[C:16]([C:30]4[CH:35]=[CH:34][C:33]([F:36])=[CH:32][CH:31]=4)[C:17]([C:18]4[CH:23]=[CH:22][N:21]=[C:20]([NH:24][CH:25]5[CH2:26][CH2:27][CH2:28][CH2:29]5)[N:19]=4)=[C:13]3[CH:12]=[CH:11][C:10]=2[C:37]([NH:45][OH:46])=[O:39])[CH2:7][CH2:6][CH2:5][CH2:4]1. The yield is 0.260.